This data is from Full USPTO retrosynthesis dataset with 1.9M reactions from patents (1976-2016). The task is: Predict the reactants needed to synthesize the given product. (1) Given the product [NH2:16][C:13]1([C:19]([OH:22])=[O:20])[CH:12]2[CH:7]([CH2:8][CH2:9][CH2:10][CH2:11]2)[O:6][C:5]2[C:14]1=[CH:15][C:2]([Br:1])=[CH:3][CH:4]=2, predict the reactants needed to synthesize it. The reactants are: [Br:1][C:2]1[CH:15]=[C:14]2[C:5]([O:6][CH:7]3[CH:12]([C:13]42[C:19](=[O:20])NC(=O)[NH:16]4)[CH2:11][CH2:10][CH2:9][CH2:8]3)=[CH:4][CH:3]=1.[OH-:22].[K+].Cl. (2) Given the product [CH3:23][O:22][C:19]1[CH:20]=[CH:21][C:16]([CH2:15][N:8]2[CH:7]=[C:6]3[C:10]([CH:11]([OH:14])[CH2:12][CH2:13][C:4]4[S:3][C:2]([NH:1][C:28]5[N:27]=[C:26]([CH3:25])[CH:31]=[CH:30][N:29]=5)=[N:24][C:5]=43)=[N:9]2)=[CH:17][CH:18]=1, predict the reactants needed to synthesize it. The reactants are: [NH2:1][C:2]1[S:3][C:4]2[CH2:13][CH2:12][CH:11]([OH:14])[C:10]3[C:6](=[CH:7][N:8]([CH2:15][C:16]4[CH:21]=[CH:20][C:19]([O:22][CH3:23])=[CH:18][CH:17]=4)[N:9]=3)[C:5]=2[N:24]=1.[CH3:25][C:26]1[CH:31]=[CH:30][N:29]=[C:28](Cl)[N:27]=1.CC1(C)C2C(=C(P(C3C=CC=CC=3)C3C=CC=CC=3)C=CC=2)OC2C(P(C3C=CC=CC=3)C3C=CC=CC=3)=CC=CC1=2.C([O-])([O-])=O.[K+].[K+]. (3) The reactants are: [CH2:1]([O:7][C:8]1[C:9](=[O:20])[O:10][C:11]2[CH:18]=[C:17]([OH:19])[CH:16]=[CH:15][C:12]=2[C:13]=1[OH:14])[CH2:2][CH2:3][CH2:4][CH2:5][CH3:6].Br[CH2:22][CH2:23][C:24]([O:26][CH2:27][CH3:28])=[O:25]. Given the product [CH2:1]([O:7][C:8]1[C:9](=[O:20])[O:10][C:11]2[CH:18]=[C:17]([O:19][CH2:22][CH2:23][C:24]([O:26][CH2:27][CH3:28])=[O:25])[CH:16]=[CH:15][C:12]=2[C:13]=1[OH:14])[CH2:2][CH2:3][CH2:4][CH2:5][CH3:6], predict the reactants needed to synthesize it. (4) Given the product [N:31]1[C:30]2[C:35](=[N:26][CH:27]=[CH:28][CH:29]=2)[CH:34]=[CH:33][C:32]=1[CH:36]=[C:15]1[NH:11][C:12]([NH:17][C:18]([C:20]2[S:21][CH:22]=[CH:23][C:24]=2[CH3:25])=[O:19])=[N:13][C:14]1=[O:16], predict the reactants needed to synthesize it. The reactants are: C(OC([N:11]1[CH2:15][C:14](=[O:16])[N:13]=[C:12]1[NH:17][C:18]([C:20]1[S:21][CH:22]=[CH:23][C:24]=1[CH3:25])=[O:19])=O)C1C=CC=CC=1.[N:26]1[C:35]2[C:30](=[N:31][C:32]([CH:36]=O)=[CH:33][CH:34]=2)[CH:29]=[CH:28][CH:27]=1.N1CCCCC1.